This data is from Peptide-MHC class II binding affinity with 134,281 pairs from IEDB. The task is: Regression. Given a peptide amino acid sequence and an MHC pseudo amino acid sequence, predict their binding affinity value. This is MHC class II binding data. (1) The peptide sequence is EWATPFPHRKGVLFN. The MHC is HLA-DQA10301-DQB10302 with pseudo-sequence HLA-DQA10301-DQB10302. The binding affinity (normalized) is 0.145. (2) The peptide sequence is SSCEVALSYYPTPLA. The MHC is HLA-DPA10301-DPB10402 with pseudo-sequence HLA-DPA10301-DPB10402. The binding affinity (normalized) is 0.262. (3) The peptide sequence is IVQTLNAMPEYQNLL. The MHC is HLA-DQA10104-DQB10503 with pseudo-sequence HLA-DQA10104-DQB10503. The binding affinity (normalized) is 0.335. (4) The peptide sequence is AYQQGVTVDSIG. The MHC is DRB1_1501 with pseudo-sequence DRB1_1501. The binding affinity (normalized) is 0.0256. (5) The peptide sequence is GGGGESFGIVVAWQV. The MHC is HLA-DQA10501-DQB10301 with pseudo-sequence HLA-DQA10501-DQB10301. The binding affinity (normalized) is 0.489. (6) The peptide sequence is RVKLSALTLKGTSYK. The MHC is HLA-DQA10102-DQB10501 with pseudo-sequence HLA-DQA10102-DQB10501. The binding affinity (normalized) is 0.586.